From a dataset of NCI-60 drug combinations with 297,098 pairs across 59 cell lines. Regression. Given two drug SMILES strings and cell line genomic features, predict the synergy score measuring deviation from expected non-interaction effect. Drug 1: CC12CCC(CC1=CCC3C2CCC4(C3CC=C4C5=CN=CC=C5)C)O. Drug 2: CC1C(C(CC(O1)OC2CC(CC3=C2C(=C4C(=C3O)C(=O)C5=CC=CC=C5C4=O)O)(C(=O)C)O)N)O. Cell line: PC-3. Synergy scores: CSS=42.1, Synergy_ZIP=-2.11, Synergy_Bliss=-3.23, Synergy_Loewe=-32.8, Synergy_HSA=-1.66.